From a dataset of Full USPTO retrosynthesis dataset with 1.9M reactions from patents (1976-2016). Predict the reactants needed to synthesize the given product. (1) Given the product [F:1][C:2]1[CH:3]=[C:4]([C@@H:9]([C@@H:10]([C:33]2[CH:38]=[CH:37][C:36]([F:39])=[CH:35][CH:34]=2)[C:11]([NH:13][C@H:14]2[N:20]=[C:19]([C:21]3[CH:26]=[CH:25][CH:24]=[CH:23][CH:22]=3)[C:18]3[CH:27]=[CH:28][CH:29]=[CH:30][C:17]=3[N:16]([CH3:31])[C:15]2=[O:32])=[O:12])[CH2:40][O:41][C:42](=[O:48])[CH2:43][CH2:44][C:45]([OH:47])=[O:46])[CH:5]=[CH:6][C:7]=1[F:8], predict the reactants needed to synthesize it. The reactants are: [F:1][C:2]1[CH:3]=[C:4]([C@H:9]([CH2:40][OH:41])[C@@H:10]([C:33]2[CH:38]=[CH:37][C:36]([F:39])=[CH:35][CH:34]=2)[C:11]([NH:13][C@H:14]2[N:20]=[C:19]([C:21]3[CH:26]=[CH:25][CH:24]=[CH:23][CH:22]=3)[C:18]3[CH:27]=[CH:28][CH:29]=[CH:30][C:17]=3[N:16]([CH3:31])[C:15]2=[O:32])=[O:12])[CH:5]=[CH:6][C:7]=1[F:8].[C:42]1(=[O:48])[O:47][C:45](=[O:46])[CH2:44][CH2:43]1. (2) Given the product [Cl:35][C:13]1[CH:14]=[C:15]2[C:10](=[CH:11][CH:12]=1)[CH:9]=[C:8]([CH2:7][C:6]([OH:36])=[O:5])[C:17]([CH3:18])=[C:16]2[C:19]1[CH:20]=[CH:21][C:22]([S:25]([C:28]2[CH:29]=[CH:30][C:31]([Cl:34])=[CH:32][CH:33]=2)(=[O:27])=[O:26])=[CH:23][CH:24]=1, predict the reactants needed to synthesize it. The reactants are: O.[OH-].[Li+].C[O:5][C:6](=[O:36])[CH2:7][C:8]1[C:17]([CH3:18])=[C:16]([C:19]2[CH:24]=[CH:23][C:22]([S:25]([C:28]3[CH:33]=[CH:32][C:31]([Cl:34])=[CH:30][CH:29]=3)(=[O:27])=[O:26])=[CH:21][CH:20]=2)[C:15]2[C:10](=[CH:11][CH:12]=[C:13]([Cl:35])[CH:14]=2)[CH:9]=1. (3) Given the product [CH:1]1(/[CH:7]=[CH:8]/[C:13]2[CH:14]=[N:15][CH:16]=[C:17]([CH:20]=2)[CH:18]=[O:19])[CH2:6][CH2:5][CH2:4][CH2:3][CH2:2]1, predict the reactants needed to synthesize it. The reactants are: [CH:1]1(/[CH:7]=[CH:8]/B(O)O)[CH2:6][CH2:5][CH2:4][CH2:3][CH2:2]1.Br[C:13]1[CH:14]=[N:15][CH:16]=[C:17]([CH:20]=1)[CH:18]=[O:19].